This data is from Experimentally validated miRNA-target interactions with 360,000+ pairs, plus equal number of negative samples. The task is: Binary Classification. Given a miRNA mature sequence and a target amino acid sequence, predict their likelihood of interaction. (1) Result: 1 (interaction). The miRNA is mmu-miR-106a-5p with sequence CAAAGUGCUAACAGUGCAGGUAG. The protein sequence of the target gene is MAPKQDPKPKFQEGERVLCFHGPLLYEAKCVKVAIKDKQVKYFIHYSGWNKKSAVRPRRSEKSLKTREDIVALFPVPEGAPSVHHPLLTSSWDEWVPESRVLKYVDTNLQKQRELQKANQEQYAEGKMRGAAPGKKTSGLQQKNVEVKTKKNKQKTPGNGDGGSTSETPQPPRKKRARVDPTVENEETFMNRVEVKVKIPEELKPWLVDDWDLITRQKQLFYLPAKKNVDSILEDYANYKKSRGNTDNKEYAVNEVVAGIKEYFNVMLGTQLLYKFERPQYAEILADHPDAPMSQVYGAP.... (2) The miRNA is hsa-miR-33b-3p with sequence CAGUGCCUCGGCAGUGCAGCCC. The protein sequence of the target gene is MAAAAAAAGAAGSAAPAAAAGAPGSGGAPSGSQGVLIGDRLYSGVLITLENCLLPDDKLRFTPSMSSGLDTDTETDLRVVGCELIQAAGILLRLPQVAMATGQVLFQRFFYTKSFVKHSMEHVSMACVHLASKIEEAPRRIRDVINVFHRLRQLRDKKKPVPLLLDQDYVNLKNQIIKAERRVLKELGFCVHVKHPHKIIVMYLQVLECERNQHLVQTSWNYMNDSLRTDVFVRFQPESIACACIYLAARTLEIPLPNRPHWFLLFGATEEEIQEICLKILQLYARKKVDLTHLEGEVEK.... Result: 0 (no interaction).